Dataset: Catalyst prediction with 721,799 reactions and 888 catalyst types from USPTO. Task: Predict which catalyst facilitates the given reaction. Reactant: [Cl:1][C:2]1[N:3]([C@@H:16]2[O:22][C@H:21]([CH2:23][O:24]C(=O)C)[C@@H:19]([OH:20])[C@H:17]2[OH:18])[C:4]2[C:9]([C:10]=1[C:11](=[O:13])[CH3:12])=[CH:8][C:7]([Cl:14])=[C:6]([Cl:15])[CH:5]=2.C[O-].[Na+]. Product: [Cl:1][C:2]1[N:3]([C@@H:16]2[O:22][C@H:21]([CH2:23][OH:24])[C@@H:19]([OH:20])[C@H:17]2[OH:18])[C:4]2[C:9]([C:10]=1[C:11](=[O:13])[CH3:12])=[CH:8][C:7]([Cl:14])=[C:6]([Cl:15])[CH:5]=2. The catalyst class is: 5.